This data is from NCI-60 drug combinations with 297,098 pairs across 59 cell lines. The task is: Regression. Given two drug SMILES strings and cell line genomic features, predict the synergy score measuring deviation from expected non-interaction effect. (1) Drug 1: C1C(C(OC1N2C=NC3=C(N=C(N=C32)Cl)N)CO)O. Drug 2: C(CC(=O)O)C(=O)CN.Cl. Cell line: CAKI-1. Synergy scores: CSS=27.2, Synergy_ZIP=-4.33, Synergy_Bliss=-3.81, Synergy_Loewe=-7.28, Synergy_HSA=-4.03. (2) Drug 1: CC=C1C(=O)NC(C(=O)OC2CC(=O)NC(C(=O)NC(CSSCCC=C2)C(=O)N1)C(C)C)C(C)C. Drug 2: CCN(CC)CCCC(C)NC1=C2C=C(C=CC2=NC3=C1C=CC(=C3)Cl)OC. Cell line: HCC-2998. Synergy scores: CSS=72.6, Synergy_ZIP=-7.20, Synergy_Bliss=-7.08, Synergy_Loewe=-56.5, Synergy_HSA=-7.88. (3) Drug 1: CCCCCOC(=O)NC1=NC(=O)N(C=C1F)C2C(C(C(O2)C)O)O. Drug 2: CS(=O)(=O)OCCCCOS(=O)(=O)C. Cell line: NCI-H322M. Synergy scores: CSS=-2.85, Synergy_ZIP=1.74, Synergy_Bliss=-0.792, Synergy_Loewe=-0.101, Synergy_HSA=-4.01. (4) Drug 1: C1=CC(=CC=C1CCCC(=O)O)N(CCCl)CCCl. Drug 2: CS(=O)(=O)CCNCC1=CC=C(O1)C2=CC3=C(C=C2)N=CN=C3NC4=CC(=C(C=C4)OCC5=CC(=CC=C5)F)Cl. Cell line: HOP-62. Synergy scores: CSS=27.2, Synergy_ZIP=-4.69, Synergy_Bliss=-5.54, Synergy_Loewe=-5.63, Synergy_HSA=-5.40.